This data is from Human Reference Interactome with 51,813 positive PPI pairs across 8,248 proteins, plus equal number of experimentally-validated negative pairs. The task is: Binary Classification. Given two protein amino acid sequences, predict whether they physically interact or not. Protein 1 (ENSG00000166743) has sequence MQWLMRFRTLWGIHKSFHNIHPAPSQLRCRSLSEFGAPRWNDYEVPEEFNFASYVLDYWAQKEKEGKRGPNPAFWWVNGQGDEVKWSFREMGDLTRRVANVFTQTCGLQQGDHLALMLPRVPEWWLVAVGCMRTGIIFIPATILLKAKDILYRLQLSKAKGIVTIDALASEVDSIASQCPSLKTKLLVSDHSREGWLDFRSLVKSASPEHTCVKSKTLDPMVIFFTSGTTGFPKMAKHSHGLALQPSFPGSRKLRSLKTSDVSWCLSDSGWIVATIWTLVEPWTAGCTVFIHHLPQFDTK.... Protein 2 (ENSG00000128641) has sequence MAKMEVKTSLLDNMIGVGDMVLLEPLNEETFINNLKKRFDHSEIYTYIGSVVISVNPYRSLPIYSPEKVEEYRNRNFYELSPHIFALSDEAYRSLRDQDKDQCILITGESGAGKTEASKLVMSYVAAVCGKGAEVNQVKEQLLQSNPVLEAFGNAKTVRNDNSSRFGKYMDIEFDFKGDPLGGVISNYLLEKSRVVKQPRGERNFHVFYQLLSGASEELLNKLKLERDFSRYNYLSLDSAKVNGVDDAANFRTVRNAMQIVGFMDHEAESVLAVVAAVLKLGNIEFKPESRVNGLDESKI.... Result: 0 (the proteins do not interact).